Dataset: Full USPTO retrosynthesis dataset with 1.9M reactions from patents (1976-2016). Task: Predict the reactants needed to synthesize the given product. (1) Given the product [NH2:1][C:2]1[CH:22]=[CH:21][C:5]([O:6][C:7]2[CH:12]=[CH:11][N:10]=[C:9]([NH:13][CH2:14][CH2:15][CH2:16][CH2:17][N:18]([CH3:20])[CH3:19])[N:8]=2)=[CH:4][CH:3]=1, predict the reactants needed to synthesize it. The reactants are: [NH2:1][C:2]1[CH:22]=[CH:21][C:5]([O:6][C:7]2[CH:12]=[CH:11][N:10]=[C:9]([NH:13][CH2:14][CH2:15][CH2:16][CH2:17][N:18]([CH3:20])[CH3:19])[N:8]=2)=[CH:4][C:3]=1C.ClC1N=C(OC2C=CC(N)=CC=2)C=CN=1. (2) Given the product [C:72]([O:76][C:77]([NH:78][CH2:79][C:80]1[N:81]=[N:82][N:83]([CH2:85][C@@H:86]2[C@H:89]([NH:90][C:23](=[O:24])/[C:22](=[N:21]\[O:20][C:17]3([C:15]([O:14][CH:1]([C:2]4[CH:3]=[CH:4][CH:5]=[CH:6][CH:7]=4)[C:8]4[CH:9]=[CH:10][CH:11]=[CH:12][CH:13]=4)=[O:16])[CH2:19][CH2:18]3)/[C:26]3[N:27]=[C:28]([NH:31][C:32]([O:34][C:35]([CH3:38])([CH3:36])[CH3:37])=[O:33])[S:29][CH:30]=3)[C:88](=[O:91])[NH:87]2)[CH:84]=1)=[O:92])([CH3:75])([CH3:73])[CH3:74], predict the reactants needed to synthesize it. The reactants are: [CH:1]([O:14][C:15]([C:17]1([O:20]/[N:21]=[C:22](/[C:26]2[N:27]=[C:28]([NH:31][C:32]([O:34][C:35]([CH3:38])([CH3:37])[CH3:36])=[O:33])[S:29][CH:30]=2)\[C:23](O)=[O:24])[CH2:19][CH2:18]1)=[O:16])([C:8]1[CH:13]=[CH:12][CH:11]=[CH:10][CH:9]=1)[C:2]1[CH:7]=[CH:6][CH:5]=[CH:4][CH:3]=1.CCN(C(C)C)C(C)C.CN(C(ON1N=NC2C=CC=NC1=2)=[N+](C)C)C.F[P-](F)(F)(F)(F)F.[C:72]([O:76][C:77](=[O:92])[NH:78][CH2:79][C:80]1[N:81]=[N:82][N:83]([CH2:85][C@@H:86]2[C@H:89]([NH2:90])[C:88](=[O:91])[NH:87]2)[CH:84]=1)([CH3:75])([CH3:74])[CH3:73]. (3) Given the product [O:43]=[C:34]1[N:33]([CH:30]2[CH2:29][CH2:28][N:27]([C:25]([NH:24][C@H:4]([CH2:5][C:6]3[CH:7]=[C:8]4[C:12](=[CH:13][CH:14]=3)[N:11]([S:15]([CH2:18][CH2:19][Si:20]([CH3:21])([CH3:23])[CH3:22])(=[O:17])=[O:16])[N:10]=[CH:9]4)[C:3]([OH:44])=[O:2])=[O:26])[CH2:32][CH2:31]2)[CH2:42][C:41]2[C:36](=[CH:37][CH:38]=[CH:39][CH:40]=2)[NH:35]1, predict the reactants needed to synthesize it. The reactants are: C[O:2][C:3](=[O:44])[C@H:4]([NH:24][C:25]([N:27]1[CH2:32][CH2:31][CH:30]([N:33]2[CH2:42][C:41]3[C:36](=[CH:37][CH:38]=[CH:39][CH:40]=3)[NH:35][C:34]2=[O:43])[CH2:29][CH2:28]1)=[O:26])[CH2:5][C:6]1[CH:7]=[C:8]2[C:12](=[CH:13][CH:14]=1)[N:11]([S:15]([CH2:18][CH2:19][Si:20]([CH3:23])([CH3:22])[CH3:21])(=[O:17])=[O:16])[N:10]=[CH:9]2.O.[OH-].[Li+].Cl. (4) Given the product [Cl:1][C:2]1[C:3]([F:29])=[C:4]([CH:26]=[CH:27][CH:28]=1)[NH:5][C:6]1[C:15]2[C:10](=[CH:11][C:12]([O:24][CH3:25])=[C:13]([O:16][CH2:17][CH:18]3[CH2:23][CH2:22][N:21]([CH2:37][CH2:38][O:39][CH3:40])[CH2:20][CH2:19]3)[CH:14]=2)[N:9]=[CH:8][N:7]=1, predict the reactants needed to synthesize it. The reactants are: [Cl:1][C:2]1[C:3]([F:29])=[C:4]([CH:26]=[CH:27][CH:28]=1)[NH:5][C:6]1[C:15]2[C:10](=[CH:11][C:12]([O:24][CH3:25])=[C:13]([O:16][CH2:17][CH:18]3[CH2:23][CH2:22][NH:21][CH2:20][CH2:19]3)[CH:14]=2)[N:9]=[CH:8][N:7]=1.C(=O)([O-])[O-].[K+].[K+].Br[CH2:37][CH2:38][O:39][CH3:40]. (5) Given the product [Cl:1][C:2]1[CH:12]=[CH:11][C:5]([CH:6]=[CH:7][C:8]([Cl:15])=[O:9])=[CH:4][CH:3]=1, predict the reactants needed to synthesize it. The reactants are: [Cl:1][C:2]1[CH:12]=[CH:11][C:5](/[CH:6]=[CH:7]/[C:8](O)=[O:9])=[CH:4][CH:3]=1.S(Cl)([Cl:15])=O.